From a dataset of Full USPTO retrosynthesis dataset with 1.9M reactions from patents (1976-2016). Predict the reactants needed to synthesize the given product. (1) Given the product [O:9]1[CH2:10][CH2:11][O:12][CH:8]1[C:4]1[CH:3]=[C:2]([CH:24]([C:23]2[CH:26]=[CH:27][CH:28]=[C:21]([C:20]([F:19])([F:29])[F:30])[CH:22]=2)[OH:25])[CH:7]=[CH:6][CH:5]=1, predict the reactants needed to synthesize it. The reactants are: Br[C:2]1[CH:3]=[C:4]([CH:8]2[O:12][CH2:11][CH2:10][O:9]2)[CH:5]=[CH:6][CH:7]=1.[Mg].O1CCOC1.[F:19][C:20]([F:30])([F:29])[C:21]1[CH:22]=[C:23]([CH:26]=[CH:27][CH:28]=1)[CH:24]=[O:25].[NH4+].[Cl-]. (2) Given the product [F:24][C:22]1[CH:23]=[C:18]([C:8]2([C:4]3[CH:5]=[CH:6][CH:7]=[C:2]([C:31]4[C:26]([F:25])=[N:27][CH:28]=[CH:29][CH:30]=4)[CH:3]=3)[C:16]3[C:11](=[CH:12][CH:13]=[CH:14][CH:15]=3)[C:10]([NH2:17])=[N:9]2)[CH:19]=[N:20][CH:21]=1, predict the reactants needed to synthesize it. The reactants are: Br[C:2]1[CH:3]=[C:4]([C:8]2([C:18]3[CH:19]=[N:20][CH:21]=[C:22]([F:24])[CH:23]=3)[C:16]3[C:11](=[CH:12][CH:13]=[CH:14][CH:15]=3)[C:10]([NH2:17])=[N:9]2)[CH:5]=[CH:6][CH:7]=1.[F:25][C:26]1[C:31](B(O)O)=[CH:30][CH:29]=[CH:28][N:27]=1. (3) Given the product [NH2:1][C:2]1[C:9]([C:15]#[CH:16])=[CH:8][C:5]([C:6]#[N:7])=[C:4]([C:11]([F:14])([F:13])[F:12])[CH:3]=1, predict the reactants needed to synthesize it. The reactants are: [NH2:1][C:2]1[C:9](I)=[CH:8][C:5]([C:6]#[N:7])=[C:4]([C:11]([F:14])([F:13])[F:12])[CH:3]=1.[CH2:15](N(CC)CC)[CH3:16].C([Si](C)(C)C)#C.[F-].C([N+](CCCC)(CCCC)CCCC)CCC. (4) Given the product [NH:13]1[C:21]2[C:16](=[CH:17][CH:18]=[CH:19][CH:20]=2)[C:15]([C:2]2[CH:7]=[CH:6][CH:5]=[CH:4][C:3]=2[CH2:8][C:9]([O:11][CH3:12])=[O:10])=[CH:14]1, predict the reactants needed to synthesize it. The reactants are: Br[C:2]1[CH:7]=[CH:6][CH:5]=[CH:4][C:3]=1[CH2:8][C:9]([O:11][CH3:12])=[O:10].[NH:13]1[C:21]2[C:16](=[CH:17][CH:18]=[CH:19][CH:20]=2)[CH:15]=[CH:14]1.P(C(C)(C)C)(C(C)(C)C)C(C)(C)C.C(=O)([O-])[O-].[K+].[K+]. (5) Given the product [F:1][C:2]([F:7])([F:6])[C:3]([OH:5])=[O:4].[F:8][C:9]([F:14])([F:13])[C:10]([OH:12])=[O:11].[Cl:22][C:23]1[CH:24]=[N:25][C:26]2[NH:27][C:28]3[CH:29]=[N:30][CH:31]=[C:32]([CH:54]=3)[CH2:33][CH2:34][C:35]3[CH:43]=[C:39]([NH:40][C:41]=1[N:42]=2)[CH:38]=[CH:37][C:36]=3[O:44][CH2:45][C:46]([N:47]1[CH2:52][CH2:51][N:50]([S:63]([C:58]2[CH:59]=[CH:60][CH:61]=[CH:62][C:57]=2[C:55]#[N:56])(=[O:65])=[O:64])[CH2:49][CH2:48]1)=[O:53], predict the reactants needed to synthesize it. The reactants are: [F:1][C:2]([F:7])([F:6])[C:3]([OH:5])=[O:4].[F:8][C:9]([F:14])([F:13])[C:10]([OH:12])=[O:11].FC(F)(F)C(O)=O.[Cl:22][C:23]1[CH:24]=[N:25][C:26]2[NH:27][C:28]3[CH:29]=[N:30][CH:31]=[C:32]([CH:54]=3)[CH2:33][CH2:34][C:35]3[CH:43]=[C:39]([NH:40][C:41]=1[N:42]=2)[CH:38]=[CH:37][C:36]=3[O:44][CH2:45][C:46](=[O:53])[N:47]1[CH2:52][CH2:51][NH:50][CH2:49][CH2:48]1.[C:55]([C:57]1[CH:62]=[CH:61][CH:60]=[CH:59][C:58]=1[S:63](Cl)(=[O:65])=[O:64])#[N:56].